Task: Regression/Classification. Given a drug SMILES string, predict its absorption, distribution, metabolism, or excretion properties. Task type varies by dataset: regression for continuous measurements (e.g., permeability, clearance, half-life) or binary classification for categorical outcomes (e.g., BBB penetration, CYP inhibition). Dataset: cyp3a4_veith.. Dataset: CYP3A4 inhibition data for predicting drug metabolism from PubChem BioAssay (1) The result is 1 (inhibitor). The drug is COc1ccc(C(C(=O)NCc2ccccc2)N(Cc2cccs2)C(=O)c2cnccn2)cc1. (2) The molecule is CC(=O)c1ccc(N2CCC(c3cc(-c4ccc(Cl)cc4Cl)n[nH]3)CC2)c([N+](=O)[O-])c1. The result is 1 (inhibitor). (3) The drug is CCNc1ncc2nc(-c3ccc(Cl)cc3)c(=O)n(C[C@H]3CCCO3)c2n1. The result is 0 (non-inhibitor). (4) The molecule is NS(=O)(=O)c1ccc(N=Nc2ccc[nH]c2=O)cc1. The result is 0 (non-inhibitor). (5) The compound is CC(=O)O[C@H]1CC[C@H]2[C@@H]3CCC4=C[C@@H](C5SCCS5)[C@H](OC(C)=O)C[C@]4(C)[C@H]3CC[C@@]12C. The result is 0 (non-inhibitor). (6) The molecule is O=c1cnc2cnc(OCc3ccccc3)nc2n1Cc1ccc(F)cc1. The result is 1 (inhibitor).